From a dataset of Reaction yield outcomes from USPTO patents with 853,638 reactions. Predict the reaction yield, written as a fraction of the theoretical maximum amount of product (1.0 means a 100% yield; for example, 0.34 means a 34% yield). (1) The reactants are Br[C:2]1[CH:7]=[C:6]([F:8])[CH:5]=[C:4]([F:9])[C:3]=1[C:10]([F:13])([F:12])[F:11].CC1(C)C(C)(C)OB([C:22]2[CH2:27][CH2:26][N:25]([C:28]([O:30][C:31]([CH3:34])([CH3:33])[CH3:32])=[O:29])[CH2:24][CH:23]=2)O1.C([O-])([O-])=O.[Na+].[Na+]. The catalyst is COCCOC.O. The product is [F:9][C:4]1[C:3]([C:10]([F:13])([F:12])[F:11])=[C:2]([C:22]2[CH2:27][CH2:26][N:25]([C:28]([O:30][C:31]([CH3:34])([CH3:33])[CH3:32])=[O:29])[CH2:24][CH:23]=2)[CH:7]=[C:6]([F:8])[CH:5]=1. The yield is 0.900. (2) The reactants are [N:1]([CH2:4][CH2:5][O:6][CH2:7][CH2:8][O:9][CH2:10][CH:11]([O:22][CH2:23][C:24]([O:26][C:27]([CH3:30])([CH3:29])[CH3:28])=[O:25])[CH2:12][O:13][CH2:14][CH2:15][O:16][CH2:17][CH2:18][N:19]=[N+]=[N-])=[N+]=[N-].C(O)(=O)C. The catalyst is C(O)C.O.[Ni]. The product is [NH2:1][CH2:4][CH2:5][O:6][CH2:7][CH2:8][O:9][CH2:10][CH:11]([O:22][CH2:23][C:24]([O:26][C:27]([CH3:30])([CH3:29])[CH3:28])=[O:25])[CH2:12][O:13][CH2:14][CH2:15][O:16][CH2:17][CH2:18][NH2:19]. The yield is 1.00.